This data is from Full USPTO retrosynthesis dataset with 1.9M reactions from patents (1976-2016). The task is: Predict the reactants needed to synthesize the given product. (1) The reactants are: [CH3:1][C:2]1([CH3:16])[C:7](=[O:8])[NH:6][C:5]2[CH:9]=[C:10]([N+:13]([O-:15])=[O:14])[CH:11]=[CH:12][C:4]=2[O:3]1.CI.[C:19]([O-])([O-])=O.[K+].[K+]. Given the product [CH3:1][C:2]1([CH3:16])[C:7](=[O:8])[N:6]([CH3:19])[C:5]2[CH:9]=[C:10]([N+:13]([O-:15])=[O:14])[CH:11]=[CH:12][C:4]=2[O:3]1, predict the reactants needed to synthesize it. (2) Given the product [C:10]([C:7]1[CH:8]=[CH:9][C:4]([C:3]([OH:16])=[O:2])=[CH:5][CH:6]=1)#[C:11][C:12]#[C:13][CH2:14][CH3:15], predict the reactants needed to synthesize it. The reactants are: C[O:2][C:3](=[O:16])[C:4]1[CH:9]=[CH:8][C:7]([C:10]#[C:11][C:12]#[C:13][CH2:14][CH3:15])=[CH:6][CH:5]=1.C1COCC1.[OH-].[Na+].OP(O)(O)=O.